From a dataset of Catalyst prediction with 721,799 reactions and 888 catalyst types from USPTO. Predict which catalyst facilitates the given reaction. (1) Reactant: S(O)(O)(=O)=O.[NH2:6][C:7]([NH2:9])=[NH:8].C(=O)([O-])[O-].[Na+].[Na+].[CH3:16][C:17](=O)[CH2:18][C:19](=O)[CH3:20]. Product: [NH2:8][C:7]1[N:9]=[C:19]([CH3:20])[CH:18]=[C:17]([CH3:16])[N:6]=1. The catalyst class is: 6. (2) Reactant: [F:1][C:2]1[C:3]([NH:12][C:13]2[CH:18]=[CH:17][C:16]([I:19])=[CH:15][C:14]=2[F:20])=[C:4]([CH:8]=[CH:9][C:10]=1[F:11])[C:5]([OH:7])=O.C1CN([P+](ON2N=NC3C=CC=CC2=3)(N2CCCC2)N2CCCC2)CC1.F[P-](F)(F)(F)(F)F.[NH:54]1[CH2:57][CH:56]([NH:58][C:59](=[O:65])[O:60][C:61]([CH3:64])([CH3:63])[CH3:62])[CH2:55]1.C(N(CC)C(C)C)(C)C. Product: [F:1][C:2]1[C:3]([NH:12][C:13]2[CH:18]=[CH:17][C:16]([I:19])=[CH:15][C:14]=2[F:20])=[C:4]([C:5]([N:54]2[CH2:57][CH:56]([NH:58][C:59](=[O:65])[O:60][C:61]([CH3:63])([CH3:62])[CH3:64])[CH2:55]2)=[O:7])[CH:8]=[CH:9][C:10]=1[F:11]. The catalyst class is: 9. (3) Reactant: [Br:1][C:2]1[CH:11]=[CH:10][C:9]2[C:4](=[CH:5][CH:6]=[C:7]([O:12][C@H:13]3[CH2:18][CH2:17][C@@H:16]([CH3:19])[CH2:15][CH2:14]3)[CH:8]=2)[CH:3]=1.Cl[CH:21](Cl)[O:22]C.Cl. Product: [Br:1][C:2]1[CH:3]=[C:4]2[C:9](=[CH:10][CH:11]=1)[C:8]([CH:21]=[O:22])=[C:7]([O:12][C@H:13]1[CH2:18][CH2:17][C@@H:16]([CH3:19])[CH2:15][CH2:14]1)[CH:6]=[CH:5]2. The catalyst class is: 388. (4) Reactant: [Br:1][C:2]1[CH:3]=[C:4]([F:11])[C:5]([OH:10])=[C:6]([CH:9]=1)[CH:7]=[O:8].[H-].[Na+].[CH3:14]I. Product: [Br:1][C:2]1[CH:3]=[C:4]([F:11])[C:5]([O:10][CH3:14])=[C:6]([CH:9]=1)[CH:7]=[O:8]. The catalyst class is: 3. (5) Reactant: [Cl:1][C:2]1[CH:9]=[C:8](B2OC(C)(C)C(C)(C)O2)[CH:7]=[CH:6][C:3]=1[C:4]#[N:5].Br[C:20]1[CH:21]=[N:22][CH:23]=[C:24]([Cl:29])[C:25]=1[CH:26]([OH:28])[CH3:27].C(Cl)Cl.C([O-])([O-])=O.[Na+].[Na+]. Product: [Cl:1][C:2]1[CH:9]=[C:8]([C:20]2[CH:21]=[N:22][CH:23]=[C:24]([Cl:29])[C:25]=2[CH:26]([OH:28])[CH3:27])[CH:7]=[CH:6][C:3]=1[C:4]#[N:5]. The catalyst class is: 151. (6) Reactant: [CH2:1]([C:5]1[N:6]=[C:7]([CH3:34])[N:8]([C:27]2[N:32]=[CH:31][C:30]([OH:33])=[CH:29][N:28]=2)[C:9](=[O:26])[C:10]=1[CH2:11][C:12]1[CH:17]=[CH:16][C:15]([C:18]2[C:19]([C:24]#[N:25])=[CH:20][CH:21]=[CH:22][CH:23]=2)=[CH:14][CH:13]=1)[CH2:2][CH2:3][CH3:4].[CH2:35]([C:37]1[CH:38]=[CH:39][C:40]([CH2:43][CH2:44]O)=[N:41][CH:42]=1)[CH3:36].C1(P(C2C=CC=CC=2)C2C=CC=CC=2)C=CC=CC=1.C(OC(N=NC(OCC)=O)=O)C. Product: [CH2:1]([C:5]1[N:6]=[C:7]([CH3:34])[N:8]([C:27]2[N:32]=[CH:31][C:30]([O:33][CH2:44][CH2:43][C:40]3[CH:39]=[CH:38][C:37]([CH2:35][CH3:36])=[CH:42][N:41]=3)=[CH:29][N:28]=2)[C:9](=[O:26])[C:10]=1[CH2:11][C:12]1[CH:13]=[CH:14][C:15]([C:18]2[C:19]([C:24]#[N:25])=[CH:20][CH:21]=[CH:22][CH:23]=2)=[CH:16][CH:17]=1)[CH2:2][CH2:3][CH3:4]. The catalyst class is: 132. (7) Reactant: [CH3:1][O:2][C:3]([C@H:5]1[N:9]2[C:10](=[O:29])[C:11]([NH2:28])=[C:12]([CH2:17][C:18]3[C:27]4[C:22](=[CH:23][CH:24]=[CH:25][CH:26]=4)[CH:21]=[CH:20][CH:19]=3)[C:13]([CH:14]3[CH2:16][CH2:15]3)=[C:8]2[S:7][CH2:6]1)=[O:4].[CH3:30][S:31](Cl)(=[O:33])=[O:32].C(Cl)Cl. Product: [CH3:1][O:2][C:3]([C@H:5]1[N:9]2[C:10](=[O:29])[C:11]([NH:28][S:31]([CH3:30])(=[O:33])=[O:32])=[C:12]([CH2:17][C:18]3[C:27]4[C:22](=[CH:23][CH:24]=[CH:25][CH:26]=4)[CH:21]=[CH:20][CH:19]=3)[C:13]([CH:14]3[CH2:16][CH2:15]3)=[C:8]2[S:7][CH2:6]1)=[O:4]. The catalyst class is: 17. (8) Reactant: [CH2:1]([N:8]1[C:16]2[C:11](=[CH:12][CH:13]=[CH:14][CH:15]=2)[C:10]([C:17]2[CH:22]=[CH:21][C:20]([C:23]([O:25]CC)=[O:24])=[CH:19][CH:18]=2)=[N:9]1)[C:2]1[CH:7]=[CH:6][CH:5]=[CH:4][CH:3]=1.[OH-].[Na+].Cl. Product: [CH2:1]([N:8]1[C:16]2[C:11](=[CH:12][CH:13]=[CH:14][CH:15]=2)[C:10]([C:17]2[CH:18]=[CH:19][C:20]([C:23]([OH:25])=[O:24])=[CH:21][CH:22]=2)=[N:9]1)[C:2]1[CH:7]=[CH:6][CH:5]=[CH:4][CH:3]=1. The catalyst class is: 5. (9) Reactant: [C:1]([O:5][C:6]([N:8]1[CH2:13][CH2:12][CH:11]([CH2:14][CH2:15][CH2:16][CH2:17][C:18]2[CH:23]=[CH:22][C:21]([NH2:24])=[CH:20][CH:19]=2)[CH2:10][CH2:9]1)=[O:7])([CH3:4])([CH3:3])[CH3:2].CCN(CC)CC.[CH2:32]([S:34](Cl)(=[O:36])=[O:35])[CH3:33]. Product: [C:1]([O:5][C:6]([N:8]1[CH2:13][CH2:12][CH:11]([CH2:14][CH2:15][CH2:16][CH2:17][C:18]2[CH:23]=[CH:22][C:21]([NH:24][S:34]([CH2:32][CH3:33])(=[O:36])=[O:35])=[CH:20][CH:19]=2)[CH2:10][CH2:9]1)=[O:7])([CH3:4])([CH3:2])[CH3:3]. The catalyst class is: 76. (10) Reactant: [CH2:1]([C:3]1[O:4][C:5]2[CH:22]=[CH:21][CH:20]=[CH:19][C:6]=2[C:7]=1[C:8]([C:10]1[CH:15]=[CH:14][C:13]([O:16]C)=[C:12]([F:18])[CH:11]=1)=[O:9])[CH3:2]. Product: [CH2:1]([C:3]1[O:4][C:5]2[CH:22]=[CH:21][CH:20]=[CH:19][C:6]=2[C:7]=1[C:8]([C:10]1[CH:15]=[CH:14][C:13]([OH:16])=[C:12]([F:18])[CH:11]=1)=[O:9])[CH3:2]. The catalyst class is: 3.